Dataset: Forward reaction prediction with 1.9M reactions from USPTO patents (1976-2016). Task: Predict the product of the given reaction. Given the reactants Cl[C:2]1[N:7]=[C:6]([NH:8][C:9]2[N:14]=[CH:13][C:12]3[N:15]=[C:16]([CH3:21])[N:17]([CH:18]([CH3:20])[CH3:19])[C:11]=3[CH:10]=2)[CH:5]=[CH:4][N:3]=1.[C-]#N.[Na+].[N:25]12CCN(CC1)C[CH2:26]2, predict the reaction product. The product is: [CH:18]([N:17]1[C:11]2[CH:10]=[C:9]([NH:8][C:6]3[CH:5]=[CH:4][N:3]=[C:2]([C:26]#[N:25])[N:7]=3)[N:14]=[CH:13][C:12]=2[N:15]=[C:16]1[CH3:21])([CH3:20])[CH3:19].